From a dataset of Full USPTO retrosynthesis dataset with 1.9M reactions from patents (1976-2016). Predict the reactants needed to synthesize the given product. (1) Given the product [Br:32][C:33]1[CH:34]=[CH:35][CH:36]=[C:37](/[CH:39]=[CH:2]/[O:3][CH3:4])[N:38]=1, predict the reactants needed to synthesize it. The reactants are: [Cl-].[CH3:2][O:3][CH2:4][P+](C1C=CC=CC=1)(C1C=CC=CC=1)C1C=CC=CC=1.[Li+].CC([N-]C(C)C)C.[Br:32][C:33]1[N:38]=[C:37]([CH:39]=O)[CH:36]=[CH:35][CH:34]=1.O. (2) Given the product [CH3:16][NH:17][C:18]([C:20]1[S:21][CH:22]=[C:23]([CH3:34])[C:24]=1[NH:25][C:26]1[C:31]([Cl:32])=[CH:30][N:29]=[C:28]([NH:15][C:12]2[CH:13]=[CH:14][C:8]3[CH2:7][CH2:6][CH2:5][N:4]4[C:10](=[N:1][CH:2]=[CH:3]4)[C:9]=3[CH:11]=2)[N:27]=1)=[O:19], predict the reactants needed to synthesize it. The reactants are: [N:1]1[CH:2]=[CH:3][N:4]2[C:10]=1[C:9]1[CH:11]=[C:12]([NH2:15])[CH:13]=[CH:14][C:8]=1[CH2:7][CH2:6][CH2:5]2.[CH3:16][NH:17][C:18]([C:20]1[S:21][CH:22]=[C:23]([CH3:34])[C:24]=1[NH:25][C:26]1[C:31]([Cl:32])=[CH:30][N:29]=[C:28](Cl)[N:27]=1)=[O:19]. (3) Given the product [C:40]([NH:23][C@@H:24]([CH2:25][S:26][S:22][C@@H:7]1[CH2:8][C@@H:9]([CH2:10][O:11][CH2:12][C:13]2[CH:18]=[C:17]([F:19])[C:16]([F:20])=[CH:15][C:14]=2[F:21])[N:5]([S:2]([CH3:1])(=[O:4])=[O:3])[CH2:6]1)[C:37]([OH:39])=[O:38])(=[O:41])[CH3:42], predict the reactants needed to synthesize it. The reactants are: [CH3:1][S:2]([N:5]1[C@H:9]([CH2:10][O:11][CH2:12][C:13]2[CH:18]=[C:17]([F:19])[C:16]([F:20])=[CH:15][C:14]=2[F:21])[CH2:8][C@@H:7]([SH:22])[CH2:6]1)(=[O:4])=[O:3].[NH:23]([C:40]([CH3:42])=[O:41])[C@H:24]([C:37]([OH:39])=[O:38])[CH2:25][S:26]SC1N=CC=CC=1[N+]([O-])=O.